This data is from Forward reaction prediction with 1.9M reactions from USPTO patents (1976-2016). The task is: Predict the product of the given reaction. (1) Given the reactants Br[C:2]1[CH:18]=[CH:17][C:5]([C:6]([C@@H:8]2[CH2:12][CH2:11][CH2:10][C@H:9]2[C:13]([O:15][CH3:16])=[O:14])=[O:7])=[CH:4][CH:3]=1.[B:19]1([B:19]2[O:23][C:22]([CH3:25])([CH3:24])[C:21]([CH3:27])([CH3:26])[O:20]2)[O:23][C:22]([CH3:25])([CH3:24])[C:21]([CH3:27])([CH3:26])[O:20]1.CN(C)C=O.N, predict the reaction product. The product is: [CH3:26][C:21]1([CH3:27])[C:22]([CH3:25])([CH3:24])[O:23][B:19]([C:2]2[CH:18]=[CH:17][C:5]([C:6]([C@@H:8]3[CH2:12][CH2:11][CH2:10][C@H:9]3[C:13]([O:15][CH3:16])=[O:14])=[O:7])=[CH:4][CH:3]=2)[O:20]1. (2) The product is: [C:32]([C:35]1[CH:36]=[CH:37][C:38]([NH:41][S:42]([C:45]2[CH:50]=[CH:49][C:48]([I:51])=[CH:47][CH:46]=2)(=[O:44])=[O:43])=[N:39][CH:40]=1)(=[O:34])[CH3:33].[C:32]([C:35]1[CH:36]=[CH:37][C:38]([NH:41][S:42]([C:45]2[CH:50]=[CH:49][C:48]([I:51])=[CH:47][CH:46]=2)(=[O:44])=[O:43])=[N:39][CH:40]=1)(=[O:34])[CH3:33].[C:52]([C:55]1[CH:56]=[CH:57][C:58]([NH:61][S:62]([C:65]2[CH:66]=[CH:67][C:68]([O:71][CH2:72][CH2:73][CH2:74][N:75]3[CH2:76][CH2:77][O:78][CH2:79][CH2:80]3)=[CH:69][CH:70]=2)(=[O:64])=[O:63])=[N:59][CH:60]=1)(=[O:54])[CH3:53].[C:83]([C:85]1[CH:86]=[CH:87][C:88]([NH:91][S:92]([C:95]2[CH:96]=[CH:97][C:98]([O:101][CH2:102][CH2:103][CH2:104][N:105]3[CH2:106][CH2:107][O:108][CH2:109][CH2:110]3)=[CH:99][CH:100]=2)(=[O:94])=[O:93])=[N:89][CH:90]=1)(=[O:84])[CH3:82].[Br:81][CH2:82][C:83]([C:85]1[CH:86]=[CH:87][C:88]([NH:91][S:92]([C:95]2[CH:96]=[CH:97][C:98]([O:101][CH2:102][CH2:103][CH2:104][N:105]3[CH2:106][CH2:107][O:108][CH2:109][CH2:110]3)=[CH:99][CH:100]=2)(=[O:93])=[O:94])=[N:89][CH:90]=1)=[O:84].[Br:81][CH2:82][C:83]([C:85]1[CH:86]=[CH:87][C:88]([NH:91][S:92]([C:95]2[CH:96]=[CH:97][C:98]([O:101][CH2:102][CH2:103][CH2:104][N:105]3[CH2:106][CH2:107][O:108][CH2:109][CH2:110]3)=[CH:99][CH:100]=2)(=[O:93])=[O:94])=[N:89][CH:90]=1)=[O:84].[N:75]1([CH2:74][CH2:73][CH2:72][O:71][C:68]2[CH:67]=[CH:66][C:65]([S:62]([NH:61][C:58]3[N:59]=[CH:60][C:55]([C:52](=[O:54])[CH2:53][S:8][C:5](=[O:21])[CH3:4])=[CH:56][CH:57]=3)(=[O:64])=[O:63])=[CH:70][CH:69]=2)[CH2:76][CH2:77][O:78][CH2:79][CH2:80]1.[N:75]1([CH2:74][CH2:73][CH2:72][O:71][C:68]2[CH:67]=[CH:66][C:65]([S:62]([NH:61][C:58]3[N:59]=[CH:60][C:55]([C:52](=[O:54])[CH2:53][S:8][C:24](=[O:25])[CH3:23])=[CH:56][CH:57]=3)(=[O:64])=[O:63])=[CH:70][CH:69]=2)[CH2:76][CH2:77][O:78][CH2:79][CH2:80]1. Given the reactants IC1C=C[C:5]([S:8](Cl)(=O)=O)=[CH:4]C=1.NC1N=CC(C(=[O:21])C)=CC=1.N1(CCCO)CC[O:25][CH2:24][CH2:23]1.[C:32]([C:35]1[CH:36]=[CH:37][C:38]([NH:41][S:42]([C:45]2[CH:50]=[CH:49][C:48]([I:51])=[CH:47][CH:46]=2)(=[O:44])=[O:43])=[N:39][CH:40]=1)(=[O:34])[CH3:33].[C:52]([C:55]1[CH:56]=[CH:57][C:58]([NH:61][S:62]([C:65]2[CH:70]=[CH:69][C:68]([O:71][CH2:72][CH2:73][CH2:74][N:75]3[CH2:80][CH2:79][O:78][CH2:77][CH2:76]3)=[CH:67][CH:66]=2)(=[O:64])=[O:63])=[N:59][CH:60]=1)(=[O:54])[CH3:53].[Br:81][CH2:82][C:83]([C:85]1[CH:86]=[CH:87][C:88]([NH:91][S:92]([C:95]2[CH:100]=[CH:99][C:98]([O:101][CH2:102][CH2:103][CH2:104][N:105]3[CH2:110][CH2:109][O:108][CH2:107][CH2:106]3)=[CH:97][CH:96]=2)(=[O:94])=[O:93])=[N:89][CH:90]=1)=[O:84], predict the reaction product. (3) Given the reactants Cl[CH2:2][CH2:3][CH2:4]Cl.[CH2:6]([NH2:9])[CH:7]=[CH2:8], predict the reaction product. The product is: [CH2:2]([NH:9][CH2:6][CH2:7][CH2:8][NH:9][CH2:6][CH:7]=[CH2:8])[CH:3]=[CH2:4]. (4) Given the reactants [N:1]12[CH2:8][CH2:7][CH:4]([CH2:5][CH2:6]1)[CH2:3][CH2:2]2.[C:9](=[O:14])([O:12]C)[O:10]C, predict the reaction product. The product is: [C:9](=[O:10])([O-:14])[O-:12].[CH3:9][N+:1]12[CH2:8][CH2:7][CH:4]([CH2:5][CH2:6]1)[CH2:3][CH2:2]2.[CH3:9][N+:1]12[CH2:8][CH2:7][CH:4]([CH2:5][CH2:6]1)[CH2:3][CH2:2]2. (5) Given the reactants CCOCC.Cl.[Cl:7][C:8]1[CH:18]=[C:17]([C:19]2[N:24]=[C:23]3[N:25]([CH2:28][C:29]4[CH:30]=[C:31]5[C:36](=[CH:37][CH:38]=4)[N:35]=[CH:34][CH:33]=[CH:32]5)[N:26]=[N:27][C:22]3=[CH:21][CH:20]=2)[CH:16]=[CH:15][C:9]=1[C:10]([NH:12][CH2:13][CH3:14])=[O:11], predict the reaction product. The product is: [ClH:7].[Cl:7][C:8]1[CH:18]=[C:17]([C:19]2[N:24]=[C:23]3[N:25]([CH2:28][C:29]4[CH:30]=[C:31]5[C:36](=[CH:37][CH:38]=4)[N:35]=[CH:34][CH:33]=[CH:32]5)[N:26]=[N:27][C:22]3=[CH:21][CH:20]=2)[CH:16]=[CH:15][C:9]=1[C:10]([NH:12][CH2:13][CH3:14])=[O:11]. (6) Given the reactants [C:1]([O:5][C:6]([N:8]1[CH2:12][CH:11]([F:13])[C:10]([CH3:15])([CH3:14])[CH:9]1[CH:16]=O)=[O:7])([CH3:4])([CH3:3])[CH3:2].C1(P(=[CH:37][C:38]([O:40][CH2:41][CH3:42])=[O:39])(C2C=CC=CC=2)C2C=CC=CC=2)C=CC=CC=1, predict the reaction product. The product is: [C:1]([O:5][C:6]([N:8]1[CH2:12][CH:11]([F:13])[C:10]([CH3:14])([CH3:15])[CH:9]1[CH:16]=[CH:37][C:38]([O:40][CH2:41][CH3:42])=[O:39])=[O:7])([CH3:2])([CH3:3])[CH3:4].